This data is from Full USPTO retrosynthesis dataset with 1.9M reactions from patents (1976-2016). The task is: Predict the reactants needed to synthesize the given product. (1) Given the product [F:12][C:9]([F:10])([F:11])[CH:8]([OH:13])[CH:2]([NH:1][C:19](=[O:20])[C:18]1[CH:22]=[CH:23][C:15]([F:14])=[CH:16][C:17]=1[C:24]([F:27])([F:25])[F:26])[C:3]([O:5][CH2:6][CH3:7])=[O:4], predict the reactants needed to synthesize it. The reactants are: [NH2:1][CH:2]([CH:8]([OH:13])[C:9]([F:12])([F:11])[F:10])[C:3]([O:5][CH2:6][CH3:7])=[O:4].[F:14][C:15]1[CH:23]=[CH:22][C:18]([C:19](O)=[O:20])=[C:17]([C:24]([F:27])([F:26])[F:25])[CH:16]=1.C(N(CC)CC)C. (2) Given the product [F:14][C:15]1[CH:22]=[CH:21][C:20]([O:10][CH2:9][C@H:6]2[CH2:5][CH2:4][C@H:3]3[CH2:8][C@@H:7]2[C:2]3([CH3:11])[CH3:1])=[CH:19][C:16]=1[C:17]#[N:18], predict the reactants needed to synthesize it. The reactants are: [CH3:1][C:2]1([CH3:11])[C@H:7]2[CH2:8][C@@H:3]1[CH2:4][CH2:5][C@@H:6]2[CH2:9][OH:10].[H-].[Na+].[F:14][C:15]1[CH:22]=[CH:21][CH:20]=[C:19](F)[C:16]=1[C:17]#[N:18]. (3) Given the product [Br:1][C:2]1[CH:11]=[C:10]2[C:5]([N:6]=[CH:7][C:8]([NH:22][C:20](=[O:21])[CH2:19][C:13]3[CH:18]=[CH:17][CH:16]=[CH:15][CH:14]=3)=[N:9]2)=[CH:4][CH:3]=1, predict the reactants needed to synthesize it. The reactants are: [Br:1][C:2]1[CH:11]=[C:10]2[C:5]([N:6]=[CH:7][C:8](Cl)=[N:9]2)=[CH:4][CH:3]=1.[C:13]1([CH2:19][C:20]([NH2:22])=[O:21])[CH:18]=[CH:17][CH:16]=[CH:15][CH:14]=1.C(=O)([O-])[O-].[Cs+].[Cs+].CC1(C)C2C=CC=C(P(C3C=CC=CC=3)C3C=CC=CC=3)C=2OC2C1=CC=CC=2P(C1C=CC=CC=1)C1C=CC=CC=1. (4) Given the product [ClH:41].[CH2:38]([C:30]1[N:29]([C:18]2[N:17]=[C:16]3[C:21]([N:22]=[C:14]([CH:11]4[CH2:10][CH2:9][NH:8][CH2:13][CH2:12]4)[N:15]3[CH3:40])=[C:20]([N:23]3[CH2:24][CH2:25][O:26][CH2:27][CH2:28]3)[N:19]=2)[C:33]2[CH:34]=[CH:35][CH:36]=[CH:37][C:32]=2[N:31]=1)[CH3:39], predict the reactants needed to synthesize it. The reactants are: C(OC([N:8]1[CH2:13][CH2:12][CH:11]([C:14]2[N:15]([CH3:40])[C:16]3[C:21]([N:22]=2)=[C:20]([N:23]2[CH2:28][CH2:27][O:26][CH2:25][CH2:24]2)[N:19]=[C:18]([N:29]2[C:33]4[CH:34]=[CH:35][CH:36]=[CH:37][C:32]=4[N:31]=[C:30]2[CH2:38][CH3:39])[N:17]=3)[CH2:10][CH2:9]1)=O)(C)(C)C.[ClH:41].CCOCC.